This data is from Catalyst prediction with 721,799 reactions and 888 catalyst types from USPTO. The task is: Predict which catalyst facilitates the given reaction. (1) Reactant: [O:1]1[CH2:6][CH2:5][CH:4]([C:7]([OH:9])=O)[CH2:3][CH2:2]1.CN(C(ON1N=NC2C=CC=NC1=2)=[N+](C)C)C.F[P-](F)(F)(F)(F)F.[CH3:34][N:35]([CH3:53])[C:36]([CH:38]1[CH2:44][NH:43][CH2:42][C:41]2[CH:45]=[CH:46][C:47]([C:49]([O:51][CH3:52])=[O:50])=[CH:48][C:40]=2[O:39]1)=[O:37].CCN(C(C)C)C(C)C. Product: [CH3:34][N:35]([CH3:53])[C:36]([CH:38]1[CH2:44][N:43]([C:7]([CH:4]2[CH2:3][CH2:2][O:1][CH2:6][CH2:5]2)=[O:9])[CH2:42][C:41]2[CH:45]=[CH:46][C:47]([C:49]([O:51][CH3:52])=[O:50])=[CH:48][C:40]=2[O:39]1)=[O:37]. The catalyst class is: 18. (2) Reactant: [CH3:1][S:2][C:3]1[NH:4][C:5]2[CH:6]=[C:7]([O:13][C:14]3[CH:15]=[CH:16][CH:17]=[C:18]([Cl:21])[C:19]=3[Cl:20])[C:8]([Cl:12])=[CH:9][C:10]=2[N:11]=1.Cl.N. Product: [CH3:1][S:2][C:3]1[NH:4][C:5]2[CH:6]=[C:7]([O:13][C:14]3[CH:15]=[CH:16][CH:17]=[C:18]([Cl:21])[C:19]=3[Cl:20])[C:8]([Cl:12])=[CH:9][C:10]=2[N:11]=1. The catalyst class is: 6. (3) Reactant: Br[CH2:2][CH2:3][O:4][CH:5]1[C:12]2[CH:13]=[C:14]([Cl:17])[CH:15]=[CH:16][C:11]=2[O:10][CH2:9][O:8][C:7]2[CH:18]=[CH:19][C:20]([Cl:22])=[CH:21][C:6]1=2.[CH2:23]([O:25][C:26](=[O:39])[CH:27]([O:36][CH2:37][CH3:38])[CH2:28][C:29]1[CH:34]=[CH:33][C:32]([OH:35])=[CH:31][CH:30]=1)[CH3:24].C(=O)([O-])[O-].[K+].[K+].C1OCCOCCOCCOCCOCCOC1. Product: [CH2:23]([O:25][C:26](=[O:39])[CH:27]([O:36][CH2:37][CH3:38])[CH2:28][C:29]1[CH:30]=[CH:31][C:32]([O:35][CH2:2][CH2:3][O:4][CH:5]2[C:12]3[CH:13]=[C:14]([Cl:17])[CH:15]=[CH:16][C:11]=3[O:10][CH2:9][O:8][C:7]3[CH:18]=[CH:19][C:20]([Cl:22])=[CH:21][C:6]2=3)=[CH:33][CH:34]=1)[CH3:24]. The catalyst class is: 11. (4) Reactant: [NH2:1][C:2]1[C:7]([NH:8][C:9](=[O:39])[CH2:10][CH2:11][C:12]2[CH:17]=[C:16]([CH3:18])[CH:15]=[C:14]([NH:19]C(C3C=CC=CC=3)(C3C=CC=CC=3)C3C=CC=CC=3)[N:13]=2)=[CH:6][C:5]([C:40]2[CH:45]=[CH:44][C:43]([Cl:46])=[CH:42][CH:41]=2)=[CH:4][N:3]=1. Product: [NH2:1][C:2]1[C:7]([NH:8][C:9](=[O:39])[CH2:10][CH2:11][C:12]2[CH:17]=[C:16]([CH3:18])[CH:15]=[C:14]([NH2:19])[N:13]=2)=[CH:6][C:5]([C:40]2[CH:41]=[CH:42][C:43]([Cl:46])=[CH:44][CH:45]=2)=[CH:4][N:3]=1. The catalyst class is: 15.